Dataset: Full USPTO retrosynthesis dataset with 1.9M reactions from patents (1976-2016). Task: Predict the reactants needed to synthesize the given product. (1) Given the product [Cl:17][C:18]1[C:23]([F:24])=[C:22]([CH:25]([CH3:26])[C:9]([C:3]2[CH:4]=[CH:5][C:6]([F:8])=[CH:7][C:2]=2[F:1])([OH:16])[CH2:10][N:11]2[CH:15]=[N:14][CH:13]=[N:12]2)[N:21]=[CH:20][N:19]=1, predict the reactants needed to synthesize it. The reactants are: [F:1][C:2]1[CH:7]=[C:6]([F:8])[CH:5]=[CH:4][C:3]=1[C:9](=[O:16])[CH2:10][N:11]1[CH:15]=[N:14][CH:13]=[N:12]1.[Cl:17][C:18]1[C:23]([F:24])=[C:22]([CH2:25][CH3:26])[N:21]=[CH:20][N:19]=1. (2) Given the product [CH3:1][C:2]1([CH3:18])[C:14]2[CH:13]=[C:12]([C:20]3[CH:21]=[C:22]([C:27]4[N:32]=[C:31]([C:33]5[CH:38]=[CH:37][CH:36]=[CH:35][CH:34]=5)[CH:30]=[C:29]([C:39]5[CH:44]=[CH:43][CH:42]=[CH:41][CH:40]=5)[N:28]=4)[CH:23]=[C:24]([C:60]4[CH:59]=[CH:58][C:57]([C:52]5[CH:53]=[CH:54][CH:55]=[CH:56][N:51]=5)=[CH:62][CH:61]=4)[CH:25]=3)[CH:11]=[CH:10][C:9]=2[C:8]2[C:3]1=[CH:4][CH:5]=[CH:6][CH:7]=2, predict the reactants needed to synthesize it. The reactants are: [CH3:1][C:2]1([CH3:18])[C:14]2[CH:13]=[C:12](B(O)O)[CH:11]=[CH:10][C:9]=2[C:8]2[C:3]1=[CH:4][CH:5]=[CH:6][CH:7]=2.Br[C:20]1[CH:21]=[C:22]([C:27]2[N:32]=[C:31]([C:33]3[CH:38]=[CH:37][CH:36]=[CH:35][CH:34]=3)[CH:30]=[C:29]([C:39]3[CH:44]=[CH:43][CH:42]=[CH:41][CH:40]=3)[N:28]=2)[CH:23]=[C:24](Br)[CH:25]=1.C([O-])([O-])=O.[K+].[K+].[N:51]1[CH:56]=[CH:55][CH:54]=[CH:53][C:52]=1[C:57]1[CH:62]=[CH:61][C:60](B(O)O)=[CH:59][CH:58]=1. (3) Given the product [CH3:38][C:27]1[CH:26]=[C:25]([CH2:24][N:6]([CH2:1][CH2:2][CH2:3][CH2:4][CH3:5])[C:7]2[CH:8]=[C:9]([C:13]3[CH:18]=[CH:17][C:16]([C:19]([F:20])([F:21])[F:22])=[CH:15][CH:14]=3)[CH:10]=[CH:11][CH:12]=2)[CH:37]=[CH:36][C:28]=1[O:29][CH2:30][C:31]([O:33][CH2:34][CH3:35])=[O:32], predict the reactants needed to synthesize it. The reactants are: [CH2:1]([NH:6][C:7]1[CH:8]=[C:9]([C:13]2[CH:18]=[CH:17][C:16]([C:19]([F:22])([F:21])[F:20])=[CH:15][CH:14]=2)[CH:10]=[CH:11][CH:12]=1)[CH2:2][CH2:3][CH2:4][CH3:5].Br[CH2:24][C:25]1[CH:37]=[CH:36][C:28]([O:29][CH2:30][C:31]([O:33][CH2:34][CH3:35])=[O:32])=[C:27]([CH3:38])[CH:26]=1.C(N(CC)C(C)C)(C)C.